Dataset: Catalyst prediction with 721,799 reactions and 888 catalyst types from USPTO. Task: Predict which catalyst facilitates the given reaction. (1) Reactant: [N:1]1[CH:6]=[CH:5][CH:4]=[C:3]2[C:7](=[O:10])[NH:8][CH2:9][C:2]=12.[H-].[Na+].[Br:13][C:14]1[CH:19]=[CH:18][C:17]([CH2:20]Br)=[C:16]([F:22])[CH:15]=1.O. Product: [Br:13][C:14]1[CH:19]=[CH:18][C:17]([CH2:20][N:8]2[C:7](=[O:10])[C:3]3[C:2](=[N:1][CH:6]=[CH:5][CH:4]=3)[CH2:9]2)=[C:16]([F:22])[CH:15]=1. The catalyst class is: 3. (2) Reactant: [NH2:1][CH2:2][CH2:3][CH2:4][CH2:5][N:6]1[CH2:11][CH2:10][N:9]([C:12]([O:14][C:15]([CH3:18])([CH3:17])[CH3:16])=[O:13])[CH2:8][CH2:7]1.C(N(C(C)C)CC)(C)C.[CH:28]1([CH2:34][S:35](Cl)(=[O:37])=[O:36])[CH2:33][CH2:32][CH2:31][CH2:30][CH2:29]1. Product: [CH:28]1([CH2:34][S:35]([NH:1][CH2:2][CH2:3][CH2:4][CH2:5][N:6]2[CH2:11][CH2:10][N:9]([C:12]([O:14][C:15]([CH3:18])([CH3:17])[CH3:16])=[O:13])[CH2:8][CH2:7]2)(=[O:37])=[O:36])[CH2:33][CH2:32][CH2:31][CH2:30][CH2:29]1. The catalyst class is: 4. (3) Reactant: O.[CH3:2][N:3]([CH3:35])[CH:4]1[CH2:7][N:6]([C:8]2[C:13]([N+:14]([O-])=O)=[CH:12][C:11]([NH:17][C:18]3[N:23]=[C:22]([C:24]4[C:32]5[C:27](=[CH:28][CH:29]=[CH:30][CH:31]=5)[NH:26][CH:25]=4)[CH:21]=[CH:20][N:19]=3)=[C:10]([O:33][CH3:34])[CH:9]=2)[CH2:5]1.[NH4+].[Cl-]. Product: [CH3:35][N:3]([CH3:2])[CH:4]1[CH2:5][N:6]([C:8]2[CH:9]=[C:10]([O:33][CH3:34])[C:11]([NH:17][C:18]3[N:23]=[C:22]([C:24]4[C:32]5[C:27](=[CH:28][CH:29]=[CH:30][CH:31]=5)[NH:26][CH:25]=4)[CH:21]=[CH:20][N:19]=3)=[CH:12][C:13]=2[NH2:14])[CH2:7]1. The catalyst class is: 679. (4) Reactant: [F:1][C:2]1[CH:3]=[C:4]([C:17]2[CH:22]=[CH:21][C:20]([C:23]([F:26])([F:25])[F:24])=[CH:19][C:18]=2[F:27])[C:5]([NH2:16])=[C:6]([C:8]2[CH:13]=[CH:12][C:11]([O:14]C)=[CH:10][CH:9]=2)[CH:7]=1.B(Br)(Br)Br.CO.O. Product: [NH2:16][C:5]1[C:4]([C:17]2[CH:22]=[CH:21][C:20]([C:23]([F:24])([F:25])[F:26])=[CH:19][C:18]=2[F:27])=[CH:3][C:2]([F:1])=[CH:7][C:6]=1[C:8]1[CH:13]=[CH:12][C:11]([OH:14])=[CH:10][CH:9]=1. The catalyst class is: 2. (5) Reactant: C([O:5][C:6](=[O:32])[CH:7]([CH2:26][O:27]C(C)(C)C)[NH:8][C:9]([C:11]1[CH:20]=[C:19]2[C:14]([C:15]([Cl:25])=[CH:16][N:17]=[C:18]2[NH:21][C:22]([NH2:24])=[NH:23])=[CH:13][CH:12]=1)=[O:10])(C)(C)C.[C:33]([C:37]([OH:39])=[O:38])([F:36])([F:35])[F:34]. Product: [F:34][C:33]([F:36])([F:35])[C:37]([OH:39])=[O:38].[Cl:25][C:15]1[C:14]2[C:19](=[CH:20][C:11]([C:9]([NH:8][CH:7]([C:6]([OH:32])=[O:5])[CH2:26][OH:27])=[O:10])=[CH:12][CH:13]=2)[C:18]([NH:21][C:22]([NH2:24])=[NH:23])=[N:17][CH:16]=1. The catalyst class is: 11. (6) Reactant: [CH2:1]([C:3]1[NH:4][C:5](=[O:27])[C:6]([CH2:12][C:13]2[CH:18]=[CH:17][C:16]([C:19]3[C:20]([C:25]#[N:26])=[CH:21][CH:22]=[CH:23][CH:24]=3)=[CH:15][CH:14]=2)=[C:7]([CH2:9][CH2:10][CH3:11])[N:8]=1)[CH3:2].[O:28]1[C:32]2[CH:33]=[CH:34][C:35](B(O)O)=[CH:36][C:31]=2[CH2:30][CH2:29]1.N1C=CC=CC=1.C(N(CC)CC)C. Product: [O:28]1[C:32]2[CH:33]=[CH:34][C:35]([N:4]3[C:5](=[O:27])[C:6]([CH2:12][C:13]4[CH:18]=[CH:17][C:16]([C:19]5[C:20]([C:25]#[N:26])=[CH:21][CH:22]=[CH:23][CH:24]=5)=[CH:15][CH:14]=4)=[C:7]([CH2:9][CH2:10][CH3:11])[N:8]=[C:3]3[CH2:1][CH3:2])=[CH:36][C:31]=2[CH2:30][CH2:29]1. The catalyst class is: 651. (7) Reactant: [C:1]([O:5][C:6](=[O:37])[NH:7][CH2:8][CH2:9][C@H:10]([NH:19]C(OCC1C2C=CC=CC=2C2C1=CC=CC=2)=O)[C:11]([N:13]1[CH2:18][CH2:17][O:16][CH2:15][CH2:14]1)=[O:12])([CH3:4])([CH3:3])[CH3:2].N1CCCCC1. Product: [C:1]([O:5][C:6](=[O:37])[NH:7][CH2:8][CH2:9][C@H:10]([NH2:19])[C:11]([N:13]1[CH2:14][CH2:15][O:16][CH2:17][CH2:18]1)=[O:12])([CH3:4])([CH3:2])[CH3:3]. The catalyst class is: 9.